From a dataset of Catalyst prediction with 721,799 reactions and 888 catalyst types from USPTO. Predict which catalyst facilitates the given reaction. (1) Reactant: [F:1][C:2]1[CH:23]=[CH:22][CH:21]=[C:20]([F:24])[C:3]=1[CH2:4][O:5][C:6]1[C:7]2[N:8]([C:13]([C:17](=[NH:19])[NH2:18])=[C:14]([CH3:16])[N:15]=2)[CH:9]=[C:10]([CH3:12])[CH:11]=1.C([N:27](CC)CC)C.O.NN. Product: [F:1][C:2]1[CH:23]=[CH:22][CH:21]=[C:20]([F:24])[C:3]=1[CH2:4][O:5][C:6]1[C:7]2[N:8]([C:13]([C:17](=[NH:18])[NH:19][NH2:27])=[C:14]([CH3:16])[N:15]=2)[CH:9]=[C:10]([CH3:12])[CH:11]=1. The catalyst class is: 8. (2) Reactant: [OH:1][C:2]1[CH:9]=[CH:8][CH:7]=[CH:6][C:3]=1[CH:4]=O.[C:10](#[N:13])[CH:11]=[CH2:12].N12CCN(CC1)CC2. Product: [O:1]1[C:2]2[C:3](=[CH:6][CH:7]=[CH:8][CH:9]=2)[CH:4]=[C:11]([C:10]#[N:13])[CH2:12]1. The catalyst class is: 74. (3) Reactant: F[P-](F)(F)(F)(F)F.N1(O[P+](N(C)C)(N(C)C)N(C)C)[C:12]2[CH:13]=[CH:14][CH:15]=[CH:16][C:11]=2N=N1.[NH:28]1[CH2:32][CH2:31][CH2:30][CH2:29]1.CCN(CC)CC.[C:40]([NH:47][C@:48]([C:53]1[CH:58]=[CH:57][CH:56]=[CH:55][CH:54]=1)([C:50](O)=[O:51])[CH3:49])([O:42][C:43]([CH3:46])([CH3:45])[CH3:44])=[O:41]. Product: [C:56]1([C:11]2[CH:12]=[CH:13][CH:14]=[CH:15][CH:16]=2)[CH:55]=[CH:54][C:53]([C:48]([NH:47][C:40](=[O:41])[O:42][C:43]([CH3:46])([CH3:45])[CH3:44])([CH3:49])[C:50](=[O:51])[N:28]2[CH2:32][CH2:31][CH2:30][CH2:29]2)=[CH:58][CH:57]=1. The catalyst class is: 3. (4) Product: [CH3:34][O:33][C:10]1[CH:11]=[C:12]2[C:17](=[CH:18][C:9]=1[OH:8])[N:16]=[CH:15][CH:14]=[C:13]2[C:19]1[C:23]([C:24]2[CH:29]=[CH:28][CH:27]=[CH:26][N:25]=2)=[N:22][N:21]2[CH2:30][CH2:31][CH2:32][C:20]=12. Reactant: C([O:8][C:9]1[CH:18]=[C:17]2[C:12]([C:13]([C:19]3[C:23]([C:24]4[CH:29]=[CH:28][CH:27]=[CH:26][N:25]=4)=[N:22][N:21]4[CH2:30][CH2:31][CH2:32][C:20]=34)=[CH:14][CH:15]=[N:16]2)=[CH:11][C:10]=1[O:33][CH3:34])C1C=CC=CC=1.C1CC=CCC=1.CO. The catalyst class is: 63. (5) Reactant: [CH3:1][O:2][C:3]1[CH:4]=[C:5]([O:14][CH3:15])[C:6]2[O:10][C:9]([CH2:11][OH:12])=[CH:8][C:7]=2[CH:13]=1.Cl[C:17]([O:19][C:20]1[CH:25]=[CH:24][C:23]([N+:26]([O-:28])=[O:27])=[CH:22][CH:21]=1)=[O:18]. Product: [C:17](=[O:18])([O:19][C:20]1[CH:21]=[CH:22][C:23]([N+:26]([O-:28])=[O:27])=[CH:24][CH:25]=1)[O:12][CH2:11][C:9]1[O:10][C:6]2[C:5]([O:14][CH3:15])=[CH:4][C:3]([O:2][CH3:1])=[CH:13][C:7]=2[CH:8]=1. The catalyst class is: 1. (6) Reactant: [NH:1]1[CH:5]=[N:4][CH:3]=[N:2]1.P(Cl)(Cl)(Cl)=O.C(N(CC)CC)C.[CH:18]1([C:24]2[N:32]3[C:27](C(=O)NC=N3)=[C:26]([I:34])[N:25]=2)[CH2:23][CH2:22][CH2:21][CH2:20][CH2:19]1. The catalyst class is: 10. Product: [CH:18]1([C:24]2[N:32]3[C:27]([C:5]([NH2:1])=[N:4][CH:3]=[N:2]3)=[C:26]([I:34])[N:25]=2)[CH2:19][CH2:20][CH2:21][CH2:22][CH2:23]1.